This data is from Catalyst prediction with 721,799 reactions and 888 catalyst types from USPTO. The task is: Predict which catalyst facilitates the given reaction. (1) Reactant: [N+:1]([C:4]1[C:9]([O:10][CH3:11])=[CH:8][CH:7]=[CH:6][N:5]=1)([O-])=O.Cl[CH2:13][P:14](=[O:21])([O:18][CH2:19][CH3:20])[O:15][CH2:16][CH3:17].C(O[Na])(C)(C)C.Cl. Product: [CH2:16]([O:15][P:14]([CH2:13][C:7]1[CH:6]=[N:5][C:4]([NH2:1])=[C:9]([O:10][CH3:11])[CH:8]=1)(=[O:21])[O:18][CH2:19][CH3:20])[CH3:17]. The catalyst class is: 16. (2) Reactant: [NH2:1][CH2:2][CH:3]1[CH2:8][CH2:7][N:6]([C:9]([O:11][CH2:12][C:13]2[CH:18]=[CH:17][CH:16]=[CH:15][CH:14]=2)=[O:10])[CH2:5][CH2:4]1.Cl[C:20]1[N:25]=[CH:24][C:23]([CH3:26])=[CH:22][N:21]=1.C(=O)([O-])[O-].[Cs+].[Cs+]. Product: [CH3:26][C:23]1[CH:22]=[N:21][C:20]([NH:1][CH2:2][CH:3]2[CH2:8][CH2:7][N:6]([C:9]([O:11][CH2:12][C:13]3[CH:14]=[CH:15][CH:16]=[CH:17][CH:18]=3)=[O:10])[CH2:5][CH2:4]2)=[N:25][CH:24]=1. The catalyst class is: 39.